From a dataset of Reaction yield outcomes from USPTO patents with 853,638 reactions. Predict the reaction yield, written as a fraction of the theoretical maximum amount of product (1.0 means a 100% yield; for example, 0.34 means a 34% yield). (1) The yield is 0.910. The catalyst is ClCCCl. The product is [OH:11][C:10]1[CH:5]=[C:6]([CH3:12])[CH:7]=[CH:8][C:9]=1[C:15]#[N:16]. The reactants are B(Cl)(Cl)Cl.[CH:5]1[C:10]([OH:11])=[CH:9][CH:8]=[CH:7][C:6]=1[CH3:12].CS[C:15]#[N:16].[Al+3].[Cl-].[Cl-].[Cl-]. (2) The reactants are [CH3:1][CH2:2][O:3][C:4]([C:6]1[NH:7][C:8]2[C:13]([C:14]=1[CH2:15][CH2:16][CH2:17][NH:18][C:19]([O:21][CH2:22][C:23]1[CH:28]=[CH:27][CH:26]=[CH:25][CH:24]=1)=[O:20])=[CH:12][C:11]([C:29]([OH:31])=O)=[CH:10][CH:9]=2)=[O:5].Cl.CN(C)CCCN=C=NCC.O.O[N:46]1[C:50]2[CH:51]=[CH:52][CH:53]=[CH:54][C:49]=2N=N1.NC1C=CC=CC=1. The catalyst is ClCCl.CS(C)=O.C(OCC)(=O)C. The product is [CH2:2]([O:3][C:4]([C:6]1[NH:7][C:8]2[C:13]([C:14]=1[CH2:15][CH2:16][CH2:17][NH:18][C:19]([O:21][CH2:22][C:23]1[CH:28]=[CH:27][CH:26]=[CH:25][CH:24]=1)=[O:20])=[CH:12][C:11]([C:29](=[O:31])[NH:46][C:50]1[CH:51]=[CH:52][CH:53]=[CH:54][CH:49]=1)=[CH:10][CH:9]=2)=[O:5])[CH3:1]. The yield is 0.580.